From a dataset of Forward reaction prediction with 1.9M reactions from USPTO patents (1976-2016). Predict the product of the given reaction. (1) Given the reactants [CH3:1][O:2][C:3]1[CH:4]=[C:5]([CH:8]=[C:9]([O:12][CH3:13])[C:10]=1[CH3:11])C=O.ClC1C=C(C=CC=1)[C:18]([O:20]O)=[O:19], predict the reaction product. The product is: [CH:18]([O:20][C:5]1[CH:8]=[C:9]([O:12][CH3:13])[C:10]([CH3:11])=[C:3]([O:2][CH3:1])[CH:4]=1)=[O:19]. (2) Given the reactants [C:1](#[N:3])[CH3:2].C([Li])CCC.C([O:11][C:12](=O)[CH2:13][C:14]1[CH:15]=[C:16]([CH3:20])[CH:17]=[CH:18][CH:19]=1)C.[OH-].[Na+], predict the reaction product. The product is: [O:11]=[C:12]([CH2:13][C:14]1[CH:15]=[C:16]([CH3:20])[CH:17]=[CH:18][CH:19]=1)[CH2:2][C:1]#[N:3].